Dataset: Reaction yield outcomes from USPTO patents with 853,638 reactions. Task: Predict the reaction yield, written as a fraction of the theoretical maximum amount of product (1.0 means a 100% yield; for example, 0.34 means a 34% yield). (1) The reactants are [C:1]([C:9]1[CH:24]=[C:23]([CH2:25][CH3:26])[CH:22]=[CH:21][C:10]=1[O:11][C@@H:12]([CH3:20])[CH2:13][CH2:14][O:15]S(C)(=O)=O)(=[O:8])[C:2]1[CH:7]=[CH:6][CH:5]=[CH:4][CH:3]=1.C([O:29][C:30](=[O:41])[CH2:31][CH2:32][C:33]1[CH:34]=[N:35][C:36](O)=[CH:37][C:38]=1[CH3:39])C.C(=O)([O-])[O-].[Cs+].[Cs+].[OH-].[Na+]. The catalyst is CN(C=O)C. The product is [C:1]([C:9]1[CH:24]=[C:23]([CH2:25][CH3:26])[CH:22]=[CH:21][C:10]=1[O:11][C@H:12]([CH3:20])[CH2:13][CH2:14][O:15][C:36]1[N:35]=[CH:34][C:33]([CH2:32][CH2:31][C:30]([OH:41])=[O:29])=[C:38]([CH3:39])[CH:37]=1)(=[O:8])[C:2]1[CH:7]=[CH:6][CH:5]=[CH:4][CH:3]=1. The yield is 0.290. (2) The reactants are [Cl:1][C:2]1[CH:9]=[C:8]([N:10]2[CH2:14][CH2:13][CH2:12][CH2:11]2)[CH:7]=[CH:6][C:3]=1[CH:4]=O.[N:15]1([C:21]([O:23][C:24]([CH3:27])([CH3:26])[CH3:25])=[O:22])[CH2:20][CH2:19][NH:18][CH2:17][CH2:16]1.ClCCCl.C(O[BH-](OC(=O)C)OC(=O)C)(=O)C.[Na+]. The catalyst is O. The product is [Cl:1][C:2]1[CH:9]=[C:8]([N:10]2[CH2:14][CH2:13][CH2:12][CH2:11]2)[CH:7]=[CH:6][C:3]=1[CH2:4][N:18]1[CH2:17][CH2:16][N:15]([C:21]([O:23][C:24]([CH3:27])([CH3:26])[CH3:25])=[O:22])[CH2:20][CH2:19]1. The yield is 0.830. (3) The reactants are [N:1]1([C:7]2[N:8]=[C:9](O)[C:10]3[CH2:16][CH2:15][N:14]([C:17]4[C:22]([C:23]([F:26])([F:25])[F:24])=[CH:21][CH:20]=[CH:19][N:18]=4)[CH2:13][CH2:12][C:11]=3[N:27]=2)[CH2:6][CH2:5][CH2:4][CH2:3][CH2:2]1.[CH3:29]C([O-])(C)C.[K+].C(OC(C1C(=O)CCN([C:48]2[C:53]([C:54]([F:57])([F:56])[F:55])=[CH:52][CH:51]=[CH:50][N:49]=2)CC1)=O)C.Br.N1(C(=N)N)CCCCC1. The catalyst is CC(O)(C)C. The product is [N:1]1([C:7]2[N:8]=[C:9]([NH:49][C:50]3[CH:51]=[CH:52][C:53]([C:54]([F:55])([F:56])[F:57])=[CH:48][CH:29]=3)[C:10]3[CH2:16][CH2:15][N:14]([C:17]4[C:22]([C:23]([F:26])([F:25])[F:24])=[CH:21][CH:20]=[CH:19][N:18]=4)[CH2:13][CH2:12][C:11]=3[N:27]=2)[CH2:6][CH2:5][CH2:4][CH2:3][CH2:2]1. The yield is 0.510. (4) The reactants are [F:1][C:2]([F:16])([CH2:12][CH2:13][CH2:14][CH3:15])[C:3](=[O:11])[CH2:4]P(=O)(OC)OC.[OH-].[K+].[C:19]([O:22][C@@H:23]1[C@H:27]([CH2:28][CH2:29][CH2:30][CH2:31][CH2:32][CH2:33][C:34]([O:36][CH3:37])=[O:35])[C@@H:26]([CH:38]=O)[C@H:25]([O:40][CH:41]2[CH2:46][CH2:45][CH2:44][CH2:43][O:42]2)[CH2:24]1)(=[O:21])[CH3:20].O. The catalyst is COC(C)(C)C. The product is [C:19]([O:22][C@@H:23]1[C@H:27]([CH2:28][CH2:29][CH2:30][CH2:31][CH2:32][CH2:33][C:34]([O:36][CH3:37])=[O:35])[C@@H:26](/[CH:38]=[CH:4]/[C:3](=[O:11])[C:2]([F:1])([F:16])[CH2:12][CH2:13][CH2:14][CH3:15])[C@H:25]([O:40][CH:41]2[CH2:46][CH2:45][CH2:44][CH2:43][O:42]2)[CH2:24]1)(=[O:21])[CH3:20]. The yield is 0.806. (5) The reactants are [CH:1]1([N:7]2[CH2:11][C@@H:10]([C:12]3[CH:17]=[CH:16][CH:15]=[CH:14][CH:13]=3)[N:9]([CH:18]3[CH2:23][CH2:22][N:21]([CH2:24][C:25]4[CH:26]=[CH:27][C:28]([O:31][C:32]5[CH:39]=[CH:38][C:35]([C:36]#[N:37])=[CH:34][CH:33]=5)=[N:29][CH:30]=4)[CH2:20][CH2:19]3)[C:8]2=[O:40])[CH2:6][CH2:5][CH2:4][CH2:3][CH2:2]1.C(O)(C(F)(F)F)=[O:42]. The catalyst is OS(O)(=O)=O. The product is [CH:1]1([N:7]2[CH2:11][C@@H:10]([C:12]3[CH:17]=[CH:16][CH:15]=[CH:14][CH:13]=3)[N:9]([CH:18]3[CH2:23][CH2:22][N:21]([CH2:24][C:25]4[CH:26]=[CH:27][C:28]([O:31][C:32]5[CH:33]=[CH:34][C:35]([C:36]([NH2:37])=[O:42])=[CH:38][CH:39]=5)=[N:29][CH:30]=4)[CH2:20][CH2:19]3)[C:8]2=[O:40])[CH2:6][CH2:5][CH2:4][CH2:3][CH2:2]1. The yield is 0.670. (6) The reactants are C[O:2][C:3](=[O:21])[CH:4]([C:11]1[CH:16]=[CH:15][C:14]([Cl:17])=[C:13]([N+:18]([O-:20])=[O:19])[CH:12]=1)[CH2:5][CH:6]1[CH2:10][CH2:9][CH2:8][CH2:7]1.[OH-].[Li+]. The catalyst is O1CCCC1. The product is [Cl:17][C:14]1[CH:15]=[CH:16][C:11]([CH:4]([CH2:5][CH:6]2[CH2:10][CH2:9][CH2:8][CH2:7]2)[C:3]([OH:21])=[O:2])=[CH:12][C:13]=1[N+:18]([O-:20])=[O:19]. The yield is 0.980. (7) The reactants are [N:1]1([C:7]2[CH:16]=[C:15]3[C:10]([CH:11]=[C:12]([C:18]4[CH:23]=[CH:22][CH:21]=[CH:20][C:19]=4[C:24]([F:27])([F:26])[F:25])[NH:13][C:14]3=[O:17])=[CH:9][CH:8]=2)[CH2:6][CH2:5][S:4][CH2:3][CH2:2]1.ClC1C=CC=C(C(OO)=[O:36])C=1.C(=O)(O)[O-].[Na+]. The catalyst is C(Cl)Cl. The product is [O:36]=[S:4]1[CH2:5][CH2:6][N:1]([C:7]2[CH:16]=[C:15]3[C:10]([CH:11]=[C:12]([C:18]4[CH:23]=[CH:22][CH:21]=[CH:20][C:19]=4[C:24]([F:27])([F:25])[F:26])[NH:13][C:14]3=[O:17])=[CH:9][CH:8]=2)[CH2:2][CH2:3]1. The yield is 0.790. (8) The reactants are Cl[C:2]1[N:7]=[C:6]([NH:8][CH:9]2[CH2:14][CH2:13][N:12]([C:15]3[N:20]=N[C:18]([C:21]#[N:22])=[CH:17][CH:16]=3)[CH2:11][CH2:10]2)[C:5]([Cl:23])=[CH:4][N:3]=1.[NH2:24][C:25]1[CH:29]=[C:28]([C:30]([OH:33])([CH3:32])[CH3:31])[N:27]([CH3:34])[N:26]=1.[CH:35]1C=CC(P(C2C(C3C(P(C4C=CC=CC=4)C4C=CC=CC=4)=CC=C4C=3C=CC=C4)=C3C(C=CC=C3)=CC=2)C2C=CC=CC=2)=CC=1.C(=O)([O-])[O-].[Cs+].[Cs+]. The catalyst is O1CCOCC1.CC([O-])=O.CC([O-])=O.[Pd+2]. The product is [Cl:23][C:5]1[C:6]([NH:8][CH:9]2[CH2:14][CH2:13][N:12]([C:15]3[CH:16]=[CH:17][C:18]([C:21]#[N:22])=[CH:35][N:20]=3)[CH2:11][CH2:10]2)=[N:7][C:2]([NH:24][C:25]2[CH:29]=[C:28]([C:30]([OH:33])([CH3:31])[CH3:32])[N:27]([CH3:34])[N:26]=2)=[N:3][CH:4]=1. The yield is 0.439. (9) The reactants are C(=O)([O-])[O-].[K+].[K+].[Cl:7][C:8]1[CH:9]=[C:10]2[C:14](=[CH:15][CH:16]=1)[NH:13][CH:12]=[C:11]2[N+:17]([O-:19])=[O:18].Br[CH2:21][CH2:22][C:23]([F:26])([F:25])[F:24]. The catalyst is C(#N)C. The product is [Cl:7][C:8]1[CH:9]=[C:10]2[C:14](=[CH:15][CH:16]=1)[N:13]([CH2:21][CH2:22][C:23]([F:26])([F:25])[F:24])[CH:12]=[C:11]2[N+:17]([O-:19])=[O:18]. The yield is 1.00.